Dataset: Full USPTO retrosynthesis dataset with 1.9M reactions from patents (1976-2016). Task: Predict the reactants needed to synthesize the given product. (1) Given the product [CH3:12][N:13]([CH3:15])[NH:14][C:2]1[CH:3]=[CH:4][C:5]([N+:9]([O-:11])=[O:10])=[C:6]([NH2:7])[CH:8]=1, predict the reactants needed to synthesize it. The reactants are: Cl[C:2]1[CH:3]=[CH:4][C:5]([N+:9]([O-:11])=[O:10])=[C:6]([CH:8]=1)[NH2:7].[CH3:12][N:13]([CH3:15])[NH2:14].C(=O)([O-])[O-].[K+].[K+].O. (2) Given the product [NH:1]1[C:9]2[C:4](=[CH:5][C:6]([NH:10][C:11]3[CH:20]=[CH:19][C:18]([CH:21]4[CH2:22][CH2:23]4)=[CH:17][C:12]=3[C:13]([OH:15])=[O:14])=[CH:7][CH:8]=2)[CH:3]=[CH:2]1, predict the reactants needed to synthesize it. The reactants are: [NH:1]1[C:9]2[C:4](=[CH:5][C:6]([NH:10][C:11]3[CH:20]=[CH:19][C:18]([CH:21]4[CH2:23][CH2:22]4)=[CH:17][C:12]=3[C:13]([O:15]C)=[O:14])=[CH:7][CH:8]=2)[CH:3]=[CH:2]1.[OH-].[Na+].Cl.C(OCC)(=O)C. (3) Given the product [CH2:1]([NH:4][C:5](=[O:37])[O:6][C@:7]1([C@:31]2([CH3:32])[C@H:17]([C@H:18]3[C@:28]([F:34])([C@@H:29]([OH:33])[CH2:30]2)[C@:26]2([CH3:27])[C:21](=[CH:22][C:23](=[O:35])[CH:24]=[CH:25]2)[CH2:20][CH2:19]3)[CH2:16][C@@H:15]1[CH3:36])[C:8](=[O:14])[CH2:9][OH:10])[CH2:2][CH3:3], predict the reactants needed to synthesize it. The reactants are: [CH2:1]([NH:4][C:5](=[O:37])[O:6][C@:7]1([C@:31]2([CH3:32])[C@H:17]([C@H:18]3[C@:28]([F:34])([C@@H:29]([OH:33])[CH2:30]2)[C@:26]2([CH3:27])[C:21](=[CH:22][C:23](=[O:35])[CH:24]=[CH:25]2)[CH2:20][CH2:19]3)[CH2:16][C@@H:15]1[CH3:36])[C:8](=[O:14])[CH2:9][O:10]C(=O)C)[CH2:2][CH3:3].C(=O)([O-])[O-].[K+].[K+]. (4) Given the product [OH:8][CH2:9][CH2:10][CH2:11][C:12]([N:15]([CH3:23])[C:16](=[O:22])[O:17][C:18]([CH3:21])([CH3:20])[CH3:19])([CH3:14])[CH3:13], predict the reactants needed to synthesize it. The reactants are: [Si]([O:8][CH2:9][CH2:10][CH2:11][C:12]([N:15]([CH3:23])[C:16](=[O:22])[O:17][C:18]([CH3:21])([CH3:20])[CH3:19])([CH3:14])[CH3:13])(C(C)(C)C)(C)C. (5) Given the product [C:36]([C:33]1[CH:34]=[CH:35][C:30]([CH2:29][O:1][C:2]2[C:3]([CH2:26][OH:27])=[C:4]([CH2:9][NH:10][C:11]3[CH:16]=[CH:15][C:14]([C:17]4[CH:22]=[CH:21][C:20]([C:23]#[N:24])=[CH:19][CH:18]=4)=[CH:13][C:12]=3[F:25])[CH:5]=[N:6][C:7]=2[CH3:8])=[CH:31][CH:32]=1)#[N:37], predict the reactants needed to synthesize it. The reactants are: [OH:1][C:2]1[C:3]([CH2:26][OH:27])=[C:4]([CH2:9][NH:10][C:11]2[CH:16]=[CH:15][C:14]([C:17]3[CH:22]=[CH:21][C:20]([C:23]#[N:24])=[CH:19][CH:18]=3)=[CH:13][C:12]=2[F:25])[CH:5]=[N:6][C:7]=1[CH3:8].Br[CH2:29][C:30]1[CH:35]=[CH:34][C:33]([C:36]#[N:37])=[CH:32][CH:31]=1. (6) Given the product [N:1]1[C:9]2[CH2:8][CH2:7][N:6]([C:21]([O:20][C:17]([CH3:19])([CH3:18])[CH3:16])=[O:22])[CH2:5][C:4]=2[NH:3][CH:2]=1, predict the reactants needed to synthesize it. The reactants are: [N:1]1[C:9]2[CH2:8][CH2:7][NH:6][CH2:5][C:4]=2[NH:3][CH:2]=1.C([O-])([O-])=O.[Na+].[Na+].[CH3:16][C:17]([O:20][C:21](O[C:21]([O:20][C:17]([CH3:19])([CH3:18])[CH3:16])=[O:22])=[O:22])([CH3:19])[CH3:18]. (7) Given the product [CH3:17][O:16][C:13]1[CH:14]=[C:15]2[C:10](=[CH:11][CH:12]=1)[N:9]([S:18]([C:21]1[S:22][C:23]([C:26]3[CH:31]=[CH:30][C:29]([O:32][CH3:33])=[CH:28][CH:27]=3)=[CH:24][CH:25]=1)(=[O:20])=[O:19])[CH:8]=[C:7]2[CH2:6][CH2:5][C:4]([OH:34])=[O:3], predict the reactants needed to synthesize it. The reactants are: C([O:3][C:4](=[O:34])[CH2:5][CH2:6][C:7]1[C:15]2[C:10](=[CH:11][CH:12]=[C:13]([O:16][CH3:17])[CH:14]=2)[N:9]([S:18]([C:21]2[S:22][C:23]([C:26]3[CH:31]=[CH:30][C:29]([O:32][CH3:33])=[CH:28][CH:27]=3)=[CH:24][CH:25]=2)(=[O:20])=[O:19])[CH:8]=1)C.[OH-].[K+].Cl.